From a dataset of Forward reaction prediction with 1.9M reactions from USPTO patents (1976-2016). Predict the product of the given reaction. (1) Given the reactants [Cl:1][C:2]1[C:11]2[C:6](=[CH:7][CH:8]=[C:9]([I:12])[CH:10]=2)[N:5]=[CH:4][C:3]=1[C:13]([NH2:15])=[O:14].[CH3:16][O:17][C:18]1[CH:19]=[C:20]([CH:22]=[CH:23][CH:24]=1)[NH2:21], predict the reaction product. The product is: [ClH:1].[I:12][C:9]1[CH:10]=[C:11]2[C:6](=[CH:7][CH:8]=1)[N:5]=[CH:4][C:3]([C:13]([NH2:15])=[O:14])=[C:2]2[NH:21][C:20]1[CH:22]=[CH:23][CH:24]=[C:18]([O:17][CH3:16])[CH:19]=1. (2) Given the reactants [I:1][C:2]1[CH:3]=[C:4]([NH2:9])[C:5]([NH2:8])=[CH:6][CH:7]=1.[C:10]([O:14][C:15]([N:17]1[CH2:21][CH2:20][CH2:19][C@H:18]1[C:22](O)=O)=[O:16])([CH3:13])([CH3:12])[CH3:11].C(N(C(C)C)CC)(C)C.CN(C(ON1N=NC2C=CC=NC1=2)=[N+](C)C)C.F[P-](F)(F)(F)(F)F, predict the reaction product. The product is: [C:10]([O:14][C:15]([N:17]1[CH2:21][CH2:20][CH2:19][C@H:18]1[C:22]1[NH:8][C:5]2[CH:6]=[CH:7][C:2]([I:1])=[CH:3][C:4]=2[N:9]=1)=[O:16])([CH3:13])([CH3:11])[CH3:12]. (3) The product is: [O:15]=[C:12]1[N:11]2[CH:6]([CH2:4][CH2:3][CH2:2][CH:1]=[O:18])[CH2:7][CH2:8][CH2:9][C:10]2=[N:14][O:13]1. Given the reactants [CH3:1][CH2:2][CH2:3][CH:4]([CH:6]1[N:11]2[C:12](=[O:15])[O:13][N:14]=[C:10]2[CH2:9][CH2:8][CH2:7]1)C.CC[O:18]C(C)=O, predict the reaction product.